Predict which catalyst facilitates the given reaction. From a dataset of Catalyst prediction with 721,799 reactions and 888 catalyst types from USPTO. Reactant: [Li]CCCC.C(NC(C)C)(C)C.[Cl:13][C:14]1[CH:19]=[C:18]([Cl:20])[N:17]=[CH:16][N:15]=1.[CH:21]1([CH:24]=[O:25])[CH2:23][CH2:22]1. Product: [CH:21]1([CH:24]([C:19]2[C:14]([Cl:13])=[N:15][CH:16]=[N:17][C:18]=2[Cl:20])[OH:25])[CH2:23][CH2:22]1. The catalyst class is: 20.